From a dataset of Full USPTO retrosynthesis dataset with 1.9M reactions from patents (1976-2016). Predict the reactants needed to synthesize the given product. Given the product [N:12]12[CH2:17][CH2:16][CH:15]([CH2:18][CH2:19]1)[C@@H:14]([NH:20][C:21]([C:23]1[O:24][C:25]3[CH:31]=[C:30]([C:6]4[CH:7]=[CH:8][C:3]([CH2:2][OH:1])=[CH:4][CH:5]=4)[CH:29]=[CH:28][C:26]=3[CH:27]=1)=[O:22])[CH2:13]2, predict the reactants needed to synthesize it. The reactants are: [OH:1][CH2:2][C:3]1[CH:8]=[CH:7][C:6](B(O)O)=[CH:5][CH:4]=1.[N:12]12[CH2:19][CH2:18][CH:15]([CH2:16][CH2:17]1)[C@@H:14]([NH:20][C:21]([C:23]1[O:24][C:25]3[CH:31]=[C:30](Br)[CH:29]=[CH:28][C:26]=3[CH:27]=1)=[O:22])[CH2:13]2.[OH-].[Na+].